Dataset: Reaction yield outcomes from USPTO patents with 853,638 reactions. Task: Predict the reaction yield, written as a fraction of the theoretical maximum amount of product (1.0 means a 100% yield; for example, 0.34 means a 34% yield). The reactants are [CH3:1][O:2][C:3]1[CH:12]=[C:11]2[C:6]([CH2:7][CH2:8][C:9](=[O:15])[C:10]2([CH3:14])[CH3:13])=[CH:5][CH:4]=1.I[C:17]1[C:22]([O:23][CH2:24][C:25]2[CH:30]=[CH:29][C:28]([O:31][CH3:32])=[CH:27][CH:26]=2)=[CH:21][CH:20]=[CH:19][N:18]=1.CC(C)([O-])C.[Na+].CC1(C)C2C(=C(P(C3C=CC=CC=3)C3C=CC=CC=3)C=CC=2)OC2C(P(C3C=CC=CC=3)C3C=CC=CC=3)=CC=CC1=2. The catalyst is C(OCC)(=O)C.C1C=CC(/C=C/C(/C=C/C2C=CC=CC=2)=O)=CC=1.C1C=CC(/C=C/C(/C=C/C2C=CC=CC=2)=O)=CC=1.C1C=CC(/C=C/C(/C=C/C2C=CC=CC=2)=O)=CC=1.[Pd].[Pd].C1(C)C=CC=CC=1. The product is [CH3:1][O:2][C:3]1[CH:12]=[C:11]2[C:6]([CH2:7][CH:8]([C:17]3[C:22]([O:23][CH2:24][C:25]4[CH:30]=[CH:29][C:28]([O:31][CH3:32])=[CH:27][CH:26]=4)=[CH:21][CH:20]=[CH:19][N:18]=3)[C:9](=[O:15])[C:10]2([CH3:13])[CH3:14])=[CH:5][CH:4]=1. The yield is 0.440.